From a dataset of Forward reaction prediction with 1.9M reactions from USPTO patents (1976-2016). Predict the product of the given reaction. (1) The product is: [CH2:1]([O:8][C:9]1[C:17]([F:18])=[CH:16][C:15]([Br:19])=[CH:14][C:10]=1[C:11]([N:21]([CH3:22])[CH3:20])=[O:12])[C:2]1[CH:7]=[CH:6][CH:5]=[CH:4][CH:3]=1. Given the reactants [CH2:1]([O:8][C:9]1[C:17]([F:18])=[CH:16][C:15]([Br:19])=[CH:14][C:10]=1[C:11](O)=[O:12])[C:2]1[CH:7]=[CH:6][CH:5]=[CH:4][CH:3]=1.[CH3:20][NH:21][CH3:22].CN1CCOCC1.CN(C(ON1N=NC2C=CC=NC1=2)=[N+](C)C)C.F[P-](F)(F)(F)(F)F, predict the reaction product. (2) Given the reactants [NH2:1][C:2]1([C:6]2[CH:11]=[CH:10][C:9]([C:12]3[O:20][C:19]4[C:18]([Br:21])=[CH:17][NH:16][C:15](=[O:22])[C:14]=4[C:13]=3[C:23]3[CH:28]=[CH:27][CH:26]=[CH:25][CH:24]=3)=[CH:8][CH:7]=2)[CH2:5][CH2:4][CH2:3]1.[C:29](O[C:29]([O:31][C:32]([CH3:35])([CH3:34])[CH3:33])=[O:30])([O:31][C:32]([CH3:35])([CH3:34])[CH3:33])=[O:30].C(=O)([O-])[O-].[K+].[K+].CI, predict the reaction product. The product is: [Br:21][C:18]1[C:19]2[O:20][C:12]([C:9]3[CH:8]=[CH:7][C:6]([C:2]4([NH:1][C:29](=[O:30])[O:31][C:32]([CH3:35])([CH3:34])[CH3:33])[CH2:5][CH2:4][CH2:3]4)=[CH:11][CH:10]=3)=[C:13]([C:23]3[CH:28]=[CH:27][CH:26]=[CH:25][CH:24]=3)[C:14]=2[C:15](=[O:22])[NH:16][CH:17]=1. (3) Given the reactants C(#N)C.[Si:4]([O:21][C:22]1[C@@H:23]([CH2:46][OH:47])[O:24][C@@H:25]([C:27]2[N:35]3[C:30]([C:31]([NH:36][C@@H:37]4[C:45]5[C:40](=[CH:41][CH:42]=[CH:43][CH:44]=5)[CH2:39][CH2:38]4)=[N:32][CH:33]=[N:34]3)=[CH:29][CH:28]=2)[CH:26]=1)([C:17]([CH3:20])([CH3:19])[CH3:18])([C:11]1[CH:16]=[CH:15][CH:14]=[CH:13][CH:12]=1)[C:5]1[CH:10]=[CH:9][CH:8]=[CH:7][CH:6]=1.[S:48](Cl)(=[O:51])(=[O:50])[NH2:49], predict the reaction product. The product is: [S:48](=[O:51])(=[O:50])([O:47][CH2:46][C@@H:23]1[C:22]([O:21][Si:4]([C:17]([CH3:18])([CH3:19])[CH3:20])([C:5]2[CH:10]=[CH:9][CH:8]=[CH:7][CH:6]=2)[C:11]2[CH:12]=[CH:13][CH:14]=[CH:15][CH:16]=2)=[CH:26][C@H:25]([C:27]2[N:35]3[C:30]([C:31]([NH:36][C@@H:37]4[C:45]5[C:40](=[CH:41][CH:42]=[CH:43][CH:44]=5)[CH2:39][CH2:38]4)=[N:32][CH:33]=[N:34]3)=[CH:29][CH:28]=2)[O:24]1)[NH2:49]. (4) Given the reactants [Cl:1][C:2]1[N:10]=[C:9]2[C:5]([N:6]=[CH:7][N:8]2[C@@H:11]2[CH2:15][C@H:14]([N:16]3[CH:20]=[C:19]([CH2:21][OH:22])[CH:18]=[N:17]3)[CH:13]=[CH:12]2)=[C:4](Cl)[N:3]=1.[NH2:24][C@H:25]1[CH2:29][CH2:28][CH2:27][C@@H:26]1[OH:30], predict the reaction product. The product is: [Cl:1][C:2]1[N:10]=[C:9]2[C:5]([N:6]=[CH:7][N:8]2[C@@H:11]2[CH2:15][C@H:14]([N:16]3[CH:20]=[C:19]([CH2:21][OH:22])[CH:18]=[N:17]3)[CH:13]=[CH:12]2)=[C:4]([NH:24][C@H:25]2[CH2:29][CH2:28][CH2:27][C@@H:26]2[OH:30])[N:3]=1.